Dataset: Peptide-MHC class I binding affinity with 185,985 pairs from IEDB/IMGT. Task: Regression. Given a peptide amino acid sequence and an MHC pseudo amino acid sequence, predict their binding affinity value. This is MHC class I binding data. The peptide sequence is IRHENRMVL. The MHC is HLA-B27:05 with pseudo-sequence HLA-B27:05. The binding affinity (normalized) is 0.532.